From a dataset of Full USPTO retrosynthesis dataset with 1.9M reactions from patents (1976-2016). Predict the reactants needed to synthesize the given product. Given the product [CH2:10]([NH:17][C:2]1[CH:7]=[CH:6][C:5]([O:8][CH3:9])=[CH:4][CH:3]=1)[C:11]1[CH:16]=[CH:15][CH:14]=[CH:13][CH:12]=1, predict the reactants needed to synthesize it. The reactants are: Cl[C:2]1[CH:7]=[CH:6][C:5]([O:8][CH3:9])=[CH:4][CH:3]=1.[CH2:10]([NH2:17])[C:11]1[CH:16]=[CH:15][CH:14]=[CH:13][CH:12]=1.CC([O-])(C)C.[Na+].O(CCCC)CCCC.